Dataset: Reaction yield outcomes from USPTO patents with 853,638 reactions. Task: Predict the reaction yield, written as a fraction of the theoretical maximum amount of product (1.0 means a 100% yield; for example, 0.34 means a 34% yield). (1) The reactants are Cl[C:2]1[N:3]=[CH:4][C:5]2[N:11]([CH3:12])[C:10](=[O:13])[C:9]([F:15])([CH3:14])[CH2:8][N:7]([CH:16]3[CH2:21][CH2:20][CH2:19][CH2:18][CH2:17]3)[C:6]=2[N:22]=1.[NH2:23][C:24]1[CH:32]=[CH:31][C:27]([C:28]([OH:30])=[O:29])=[CH:26][C:25]=1[O:33][CH3:34]. The catalyst is Cl.C(O)(C)C. The product is [CH:16]1([N:7]2[CH2:8][C:9]([F:15])([CH3:14])[C:10](=[O:13])[N:11]([CH3:12])[C:5]3[CH:4]=[N:3][C:2]([NH:23][C:24]4[CH:32]=[CH:31][C:27]([C:28]([OH:30])=[O:29])=[CH:26][C:25]=4[O:33][CH3:34])=[N:22][C:6]2=3)[CH2:21][CH2:20][CH2:19][CH2:18][CH2:17]1. The yield is 0.320. (2) The reactants are [I:1][C:2]1[CH:3]=[C:4]2[C:8](=[CH:9][CH:10]=1)[NH:7][C:6](=[O:11])[C:5]2=O.[C:13]([C:15]1[CH:33]=[CH:32][C:18]([C:19]([NH:21][C:22]2[CH:27]=[CH:26][C:25]([C:28]([NH:30][NH2:31])=[O:29])=[CH:24][CH:23]=2)=[O:20])=[CH:17][CH:16]=1)#[N:14]. The catalyst is C(O)(=O)C. The product is [C:13]([C:15]1[CH:16]=[CH:17][C:18]([C:19]([NH:21][C:22]2[CH:27]=[CH:26][C:25]([C:28]([NH:30][N:31]=[C:5]3[C:4]4[C:8](=[CH:9][CH:10]=[C:2]([I:1])[CH:3]=4)[NH:7][C:6]3=[O:11])=[O:29])=[CH:24][CH:23]=2)=[O:20])=[CH:32][CH:33]=1)#[N:14]. The yield is 0.890. (3) The product is [ClH:35].[O:33]=[C:9]1[CH:10]=[CH:11][C:12]([C:14]2[C:23]3[C:18](=[CH:19][C:20]([O:29][CH3:30])=[C:21]4[O:26][C:25]([CH3:27])([CH3:28])[CH2:24][C:22]4=3)[CH2:17][C:16]([CH3:31])([CH3:32])[N:15]=2)=[CH:13][N:8]1[CH2:7][C:6]([OH:34])=[O:5]. The reactants are CC([O:5][C:6](=[O:34])[CH2:7][N:8]1[CH:13]=[C:12]([C:14]2[C:23]3[C:18](=[CH:19][C:20]([O:29][CH3:30])=[C:21]4[O:26][C:25]([CH3:28])([CH3:27])[CH2:24][C:22]4=3)[CH2:17][C:16]([CH3:32])([CH3:31])[N:15]=2)[CH:11]=[CH:10][C:9]1=[O:33])(C)C.[ClH:35]. No catalyst specified. The yield is 0.970. (4) The reactants are [H-].[H-].[H-].[H-].[Li+].[Al+3].[C:7]([O:11][C:12]([N:14]([CH2:23][CH3:24])[C:15]([CH3:22])([CH3:21])[C:16](OCC)=[O:17])=[O:13])([CH3:10])([CH3:9])[CH3:8]. The catalyst is C1COCC1. The product is [CH2:23]([N:14]([C:15]([CH3:21])([CH3:22])[CH2:16][OH:17])[C:12](=[O:13])[O:11][C:7]([CH3:10])([CH3:8])[CH3:9])[CH3:24]. The yield is 0.450. (5) The reactants are [C:1]([O:5][C:6]([N:8]([C@H:16]1[CH2:24][O:23][CH2:22][C@H:21]([OH:25])[C@@H:20]([OH:26])[C@H:19]([CH3:27])[O:18][C:17]1=[O:28])[C:9](=[O:15])[O:10][C:11]([CH3:14])([CH3:13])[CH3:12])=[O:7])([CH3:4])([CH3:3])[CH3:2].C(=O)(OC(C)(C)C)O[CH2:31][CH:32]=[CH2:33].[CH2:40]1[CH2:44]OC[CH2:41]1. The catalyst is C1C=CC(/C=C/C(/C=C/C2C=CC=CC=2)=O)=CC=1.C1C=CC(/C=C/C(/C=C/C2C=CC=CC=2)=O)=CC=1.C1C=CC(/C=C/C(/C=C/C2C=CC=CC=2)=O)=CC=1.[Pd].[Pd].C1C=CC(P(C2C=CC=CC=2)[C-]2C=CC=C2)=CC=1.C1C=CC(P(C2C=CC=CC=2)[C-]2C=CC=C2)=CC=1.[Fe+2]. The product is [C:11]([O:10][C:9]([N:8]([C@H:16]1[CH2:24][O:23][CH2:22][C@H:21]([O:25][CH2:33][CH:32]=[CH2:31])[C@@H:20]([O:26][CH2:44][CH:40]=[CH2:41])[C@H:19]([CH3:27])[O:18][C:17]1=[O:28])[C:6](=[O:7])[O:5][C:1]([CH3:2])([CH3:3])[CH3:4])=[O:15])([CH3:14])([CH3:13])[CH3:12]. The yield is 0.830. (6) The reactants are [CH2:1]([N:8]([CH2:20][C:21]1[CH:26]=[CH:25][CH:24]=[CH:23][CH:22]=1)[C@@H:9]1[CH2:18][CH2:17][C:16]2[C:11](=[C:12](Br)[CH:13]=[CH:14][CH:15]=2)[CH2:10]1)[C:2]1[CH:7]=[CH:6][CH:5]=[CH:4][CH:3]=1.[B:27]1([B:27]2[O:31][C:30]([CH3:33])([CH3:32])[C:29]([CH3:35])([CH3:34])[O:28]2)[O:31][C:30]([CH3:33])([CH3:32])[C:29]([CH3:35])([CH3:34])[O:28]1. The yield is 0.560. The catalyst is C(O)(C)C. The product is [CH2:1]([N:8]([CH2:20][C:21]1[CH:26]=[CH:25][CH:24]=[CH:23][CH:22]=1)[C@@H:9]1[CH2:18][CH2:17][C:16]2[C:11](=[C:12]([B:27]3[O:31][C:30]([CH3:33])([CH3:32])[C:29]([CH3:35])([CH3:34])[O:28]3)[CH:13]=[CH:14][CH:15]=2)[CH2:10]1)[C:2]1[CH:7]=[CH:6][CH:5]=[CH:4][CH:3]=1. (7) The reactants are [CH:1]([N:4]1[C:8]([C:9]2[N:18]=[C:17]3[N:11]([CH2:12][CH2:13][O:14][C:15]4[CH:22]=[C:21]([O:23][C@@H:24]([CH3:28])[C:25]([OH:27])=O)[N:20]=[CH:19][C:16]=43)[CH:10]=2)=[N:7][CH:6]=[N:5]1)([CH3:3])[CH3:2].C[N:30](C(ON1N=NC2C=CC=NC1=2)=[N+](C)C)C.F[P-](F)(F)(F)(F)F.[Cl-].[NH4+].C(N(CC)CC)C. The catalyst is CN(C=O)C. The product is [CH:1]([N:4]1[C:8]([C:9]2[N:18]=[C:17]3[C:16]4[CH:19]=[N:20][C:21]([O:23][C@@H:24]([CH3:28])[C:25]([NH2:30])=[O:27])=[CH:22][C:15]=4[O:14][CH2:13][CH2:12][N:11]3[CH:10]=2)=[N:7][CH:6]=[N:5]1)([CH3:3])[CH3:2]. The yield is 0.580.